This data is from Reaction yield outcomes from USPTO patents with 853,638 reactions. The task is: Predict the reaction yield, written as a fraction of the theoretical maximum amount of product (1.0 means a 100% yield; for example, 0.34 means a 34% yield). The reactants are B1([C:10]2[CH:15]=[N:14][C:13]([N:16]3[CH2:21][CH2:20][O:19][CH2:18][CH2:17]3)=[N:12][CH:11]=2)OC(C)(C)C(C)(C)O1.[Br:22][C:23]1[CH:28]=[CH:27][CH:26]=[CH:25][C:24]=1Br.C([O-])([O-])=O.[Na+].[Na+].CN(C=O)C. The catalyst is C1C=CC(P(C2C=CC=CC=2)C2C=CC=CC=2)=CC=1.C1C=CC(P(C2C=CC=CC=2)C2C=CC=CC=2)=CC=1.Cl[Pd]Cl.O. The product is [Br:22][C:23]1[CH:28]=[CH:27][CH:26]=[CH:25][C:24]=1[C:10]1[CH:11]=[N:12][C:13]([N:16]2[CH2:17][CH2:18][O:19][CH2:20][CH2:21]2)=[N:14][CH:15]=1. The yield is 0.390.